This data is from Full USPTO retrosynthesis dataset with 1.9M reactions from patents (1976-2016). The task is: Predict the reactants needed to synthesize the given product. (1) Given the product [Cl:1][C:2]1[N:3]=[CH:4][CH:5]=[C:6]2[C:7]=1[CH:8]=[C:30]([C:31]1[CH:36]=[CH:35][CH:34]=[CH:33][CH:32]=1)[C:29]([C:26]1[CH:27]=[CH:28][C:23]([CH:19]3[O:20][CH2:21][CH2:22][O:18]3)=[CH:24][CH:25]=1)=[N:10]2, predict the reactants needed to synthesize it. The reactants are: [Cl:1][C:2]1[C:7]([CH:8]=O)=[C:6]([NH:10]C(=O)OC(C)(C)C)[CH:5]=[CH:4][N:3]=1.[O:18]1[CH2:22][CH2:21][O:20][CH:19]1[C:23]1[CH:28]=[CH:27][C:26]([C:29](=O)[CH2:30][C:31]2[CH:36]=[CH:35][CH:34]=[CH:33][CH:32]=2)=[CH:25][CH:24]=1.[Li+].C[Si]([N-][Si](C)(C)C)(C)C. (2) Given the product [CH2:8]([C:5]1[CH:4]=[CH:3][C:2]([C:11]#[C:10][Si:12]([CH3:15])([CH3:14])[CH3:13])=[CH:7][N:6]=1)[CH3:9], predict the reactants needed to synthesize it. The reactants are: Br[C:2]1[CH:3]=[CH:4][C:5]([CH2:8][CH3:9])=[N:6][CH:7]=1.[C:10]([Si:12]([CH3:15])([CH3:14])[CH3:13])#[CH:11]. (3) Given the product [Br:10][C:11]1[CH:18]=[CH:17][C:14](/[CH:15]=[N:9]/[C:3]2[C:2]([Cl:1])=[CH:7][C:6]([Cl:8])=[CH:5][N:4]=2)=[CH:13][CH:12]=1, predict the reactants needed to synthesize it. The reactants are: [Cl:1][C:2]1[C:3]([NH2:9])=[N:4][CH:5]=[C:6]([Cl:8])[CH:7]=1.[Br:10][C:11]1[CH:18]=[CH:17][C:14]([CH:15]=O)=[CH:13][CH:12]=1. (4) Given the product [O:1]1[C:5]2[C:6]([CH2:10][CH2:11][CH:12]3[CH2:17][CH2:16][N:15]([CH2:18][C:19]4[C:20](=[O:25])[NH:21][CH:22]=[CH:23][N:24]=4)[CH2:14][CH2:13]3)=[CH:7][CH:8]=[CH:9][C:4]=2[CH:3]=[CH:2]1, predict the reactants needed to synthesize it. The reactants are: [O:1]1[C:5]2[C:6]([CH2:10][CH2:11][CH:12]3[CH2:17][CH2:16][N:15]([CH2:18][C:19]4[C:20]([O:25]C)=[N:21][CH:22]=[CH:23][N:24]=4)[CH2:14][CH2:13]3)=[CH:7][CH:8]=[CH:9][C:4]=2[CH:3]=[CH:2]1.[I-].[Na+].Cl[Si](C)(C)C.C(=O)([O-])[O-].[Na+].[Na+].